From a dataset of Peptide-MHC class I binding affinity with 185,985 pairs from IEDB/IMGT. Regression. Given a peptide amino acid sequence and an MHC pseudo amino acid sequence, predict their binding affinity value. This is MHC class I binding data. (1) The peptide sequence is KRSTPFYTK. The MHC is HLA-A02:03 with pseudo-sequence HLA-A02:03. The binding affinity (normalized) is 0.0847. (2) The peptide sequence is SIPHTHVT. The MHC is Mamu-A01 with pseudo-sequence Mamu-A01. The binding affinity (normalized) is 0.